From a dataset of Forward reaction prediction with 1.9M reactions from USPTO patents (1976-2016). Predict the product of the given reaction. (1) The product is: [CH2:1]([O:3][C:4](=[O:19])[CH2:5][CH:6]1[CH2:11][CH2:10][N:9]([C:12]([O:14][C:15]([CH3:18])([CH3:17])[CH3:16])=[O:13])[CH2:8][CH2:7]1)[CH3:2]. Given the reactants [CH2:1]([O:3][C:4](=[O:19])[CH:5]=[C:6]1[CH2:11][CH2:10][N:9]([C:12]([O:14][C:15]([CH3:18])([CH3:17])[CH3:16])=[O:13])[CH2:8][CH2:7]1)[CH3:2].[H][H], predict the reaction product. (2) Given the reactants [CH2:1]([NH:3][C:4](=[O:48])[C@@H:5]([NH:15][C:16]([C:18]1[CH:22]=[C:21]([C:23]2[CH:28]=[C:27]([O:29][C:30]3[CH:35]=[CH:34][C:33]([NH:36][C:37]([NH:39][C:40]4[CH:45]=[CH:44][CH:43]=[C:42]([CH3:46])[CH:41]=4)=[O:38])=[C:32]([F:47])[CH:31]=3)[CH:26]=[CH:25][N:24]=2)[NH:20][CH:19]=1)=[O:17])[CH2:6][CH2:7][C:8]([O:10]C(C)(C)C)=[O:9])[CH3:2].C(O)(C(F)(F)F)=O, predict the reaction product. The product is: [CH2:1]([NH:3][C:4](=[O:48])[C@@H:5]([NH:15][C:16]([C:18]1[CH:22]=[C:21]([C:23]2[CH:28]=[C:27]([O:29][C:30]3[CH:35]=[CH:34][C:33]([NH:36][C:37]([NH:39][C:40]4[CH:45]=[CH:44][CH:43]=[C:42]([CH3:46])[CH:41]=4)=[O:38])=[C:32]([F:47])[CH:31]=3)[CH:26]=[CH:25][N:24]=2)[NH:20][CH:19]=1)=[O:17])[CH2:6][CH2:7][C:8]([OH:10])=[O:9])[CH3:2].